Task: Predict the reactants needed to synthesize the given product.. Dataset: Full USPTO retrosynthesis dataset with 1.9M reactions from patents (1976-2016) (1) Given the product [CH3:23][S:20]([C:13]1[CH:14]=[C:15]([CH:18]=[CH:19][C:12]=1[CH:10]1[C:9]2[C:8](=[O:24])[CH2:7][CH2:6][CH2:5][C:4]=2[N:3]([C:25]2[CH:30]=[CH:29][CH:28]=[C:27]([C:31]([F:33])([F:34])[F:32])[CH:26]=2)[C:2](=[O:1])[N:11]1[CH2:42][CH:43]1[CH2:46][O:45][CH2:44]1)[C:16]#[N:17])(=[O:22])=[O:21], predict the reactants needed to synthesize it. The reactants are: [O:1]=[C:2]1[NH:11][CH:10]([C:12]2[CH:19]=[CH:18][C:15]([C:16]#[N:17])=[CH:14][C:13]=2[S:20]([CH3:23])(=[O:22])=[O:21])[C:9]2[C:8](=[O:24])[CH2:7][CH2:6][CH2:5][C:4]=2[N:3]1[C:25]1[CH:30]=[CH:29][CH:28]=[C:27]([C:31]([F:34])([F:33])[F:32])[CH:26]=1.C(=O)([O-])[O-].[Cs+].[Cs+].Br[CH2:42][CH:43]1[CH2:46][O:45][CH2:44]1. (2) Given the product [F:1][C:2]1[CH:7]=[CH:6][C:5]([C:8]2[CH:13]=[CH:12][N:11]=[CH:10][C:9]=2[N:14]([CH3:32])[C:15](=[O:31])[C:16]2[CH:21]=[C:20]([C:22]([F:23])([F:25])[F:24])[CH:19]=[C:18]([O:26][CH2:27][CH2:28][OH:29])[CH:17]=2)=[C:4]([O:33][CH3:34])[CH:3]=1, predict the reactants needed to synthesize it. The reactants are: [F:1][C:2]1[CH:7]=[CH:6][C:5]([C:8]2[CH:13]=[CH:12][N:11]=[CH:10][C:9]=2[N:14]([CH3:32])[C:15](=[O:31])[C:16]2[CH:21]=[C:20]([C:22]([F:25])([F:24])[F:23])[CH:19]=[C:18]([O:26][CH2:27][CH2:28][O:29]C)[CH:17]=2)=[C:4]([O:33][CH3:34])[CH:3]=1.BrCCO.C(=O)([O-])[O-].[K+].[K+].[NH4+].[Cl-]. (3) Given the product [CH2:1]([O:3][C@@H:4]([CH2:10][C:11]1[CH:12]=[CH:13][C:14]([CH2:17][CH2:18][O:19][C:28]2[CH:27]=[CH:26][C:25]([O:24][S:21]([CH3:20])(=[O:22])=[O:23])=[CH:30][CH:29]=2)=[CH:15][CH:16]=1)[C:5]([O:7][CH2:8][CH3:9])=[O:6])[CH3:2], predict the reactants needed to synthesize it. The reactants are: [CH2:1]([O:3][C@@H:4]([CH2:10][C:11]1[CH:16]=[CH:15][C:14]([CH2:17][CH2:18][OH:19])=[CH:13][CH:12]=1)[C:5]([O:7][CH2:8][CH3:9])=[O:6])[CH3:2].[CH3:20][S:21]([O:24][C:25]1[CH:30]=[CH:29][C:28](O)=[CH:27][CH:26]=1)(=[O:23])=[O:22]. (4) Given the product [C:1]([C:3]1[C:4]([O:15][CH3:16])=[C:5]([CH2:13][Br:23])[C:6]2[C:11]([CH:12]=1)=[CH:10][CH:9]=[CH:8][CH:7]=2)#[N:2], predict the reactants needed to synthesize it. The reactants are: [C:1]([C:3]1[C:4]([O:15][CH3:16])=[C:5]([CH2:13]O)[C:6]2[C:11]([CH:12]=1)=[CH:10][CH:9]=[CH:8][CH:7]=2)#[N:2].N1C=CC=CC=1.[Br:23]P(Br)(C1C=CC=CC=1)(C1C=CC=CC=1)C1C=CC=CC=1. (5) Given the product [CH3:20][C:8]1([CH3:21])[C:9]2[C:14](=[CH:13][C:12]([N+:15]([O-:17])=[O:16])=[C:11]([O:18][CH3:19])[CH:10]=2)[N:5]([C:3](=[O:4])[CH2:2][N:29]([CH3:30])[CH3:28])[CH2:6][CH2:7]1, predict the reactants needed to synthesize it. The reactants are: Br[CH2:2][C:3]([N:5]1[C:14]2[C:9](=[CH:10][C:11]([O:18][CH3:19])=[C:12]([N+:15]([O-:17])=[O:16])[CH:13]=2)[C:8]([CH3:21])([CH3:20])[CH2:7][CH2:6]1)=[O:4].C(=O)([O-])[O-].[K+].[K+].[CH3:28][NH:29][CH3:30].